This data is from Full USPTO retrosynthesis dataset with 1.9M reactions from patents (1976-2016). The task is: Predict the reactants needed to synthesize the given product. (1) Given the product [OH:24]/[N:25]=[C:1](/[N:3]1[CH2:4][CH2:5][N:6]([C:9]([O:11][C:12]([CH3:15])([CH3:14])[CH3:13])=[O:10])[CH2:7][CH2:8]1)\[NH2:2], predict the reactants needed to synthesize it. The reactants are: [C:1]([N:3]1[CH2:8][CH2:7][N:6]([C:9]([O:11][C:12]([CH3:15])([CH3:14])[CH3:13])=[O:10])[CH2:5][CH2:4]1)#[N:2].C(N(CC)CC)C.Cl.[OH:24][NH2:25]. (2) Given the product [F:24][C:25]1[CH:26]=[CH:27][C:28]([CH2:31][O:32][C:33]2[CH:38]=[CH:37][N:36]([C:2]3[CH:3]=[CH:4][C:5]4[C:14]5[CH2:13][CH2:12][N:11]([C:15]([O:17][C:18]([CH3:21])([CH3:20])[CH3:19])=[O:16])[CH2:10][CH2:9][C:8]=5[N:7]([CH3:22])[C:6]=4[N:23]=3)[C:35](=[O:39])[CH:34]=2)=[N:29][CH:30]=1, predict the reactants needed to synthesize it. The reactants are: Br[C:2]1[CH:3]=[CH:4][C:5]2[C:14]3[CH2:13][CH2:12][N:11]([C:15]([O:17][C:18]([CH3:21])([CH3:20])[CH3:19])=[O:16])[CH2:10][CH2:9][C:8]=3[N:7]([CH3:22])[C:6]=2[N:23]=1.[F:24][C:25]1[CH:26]=[CH:27][C:28]([CH2:31][O:32][C:33]2[CH:38]=[CH:37][NH:36][C:35](=[O:39])[CH:34]=2)=[N:29][CH:30]=1.C([O-])([O-])=O.[Cs+].[Cs+].OC1C=CC=C2C=1N=CC=C2. (3) Given the product [N:6]1[C:5]2[CH:7]=[CH:8][CH:9]=[CH:10][C:4]=2[NH:3][C:2]=1[NH:16][C:15]1[CH:17]=[C:18]([C:20]([F:21])([F:22])[F:23])[CH:19]=[C:13]([C:12]([F:11])([F:24])[F:25])[CH:14]=1, predict the reactants needed to synthesize it. The reactants are: Cl[C:2]1[NH:3][C:4]2[CH:10]=[CH:9][CH:8]=[CH:7][C:5]=2[N:6]=1.[F:11][C:12]([F:25])([F:24])[C:13]1[CH:14]=[C:15]([CH:17]=[C:18]([C:20]([F:23])([F:22])[F:21])[CH:19]=1)[NH2:16]. (4) Given the product [Cl:1][C:2]1[CH:7]=[C:6]([N:8]2[CH:12]=[CH:11][C:10]([C:13]([F:15])([F:16])[F:14])=[N:9]2)[CH:5]=[CH:4][C:3]=1[CH2:17][N:18]([CH:19]1[CH2:21][CH2:20]1)[C:59]([C:58]1[C:54]([CH:53]([F:64])[F:52])=[N:55][N:56]([CH3:63])[C:57]=1[F:62])=[O:60], predict the reactants needed to synthesize it. The reactants are: [Cl:1][C:2]1[CH:7]=[C:6]([N:8]2[CH:12]=[CH:11][C:10]([C:13]([F:16])([F:15])[F:14])=[N:9]2)[CH:5]=[CH:4][C:3]=1[CH2:17][NH:18][CH:19]1[CH2:21][CH2:20]1.CC[N+](CCCN(C)C)=C=N.ON1C2C=CC=CC=2N=N1.C(N(CC)C(C)C)(C)C.[F:52][CH:53]([F:64])[C:54]1[C:58]([C:59](O)=[O:60])=[C:57]([F:62])[N:56]([CH3:63])[N:55]=1. (5) Given the product [Br:55][CH2:2][CH:3]([CH2:14][O:15][C:16]([C:29]1[CH:34]=[CH:33][CH:32]=[CH:31][CH:30]=1)([C:23]1[CH:28]=[CH:27][CH:26]=[CH:25][CH:24]=1)[C:17]1[CH:22]=[CH:21][CH:20]=[CH:19][CH:18]=1)[CH2:4][CH2:5][N:6]1[CH:11]=[CH:10][C:9](=[O:12])[NH:8][C:7]1=[O:13], predict the reactants needed to synthesize it. The reactants are: O[CH2:2][CH:3]([CH2:14][O:15][C:16]([C:29]1[CH:34]=[CH:33][CH:32]=[CH:31][CH:30]=1)([C:23]1[CH:28]=[CH:27][CH:26]=[CH:25][CH:24]=1)[C:17]1[CH:22]=[CH:21][CH:20]=[CH:19][CH:18]=1)[CH2:4][CH2:5][N:6]1[CH:11]=[CH:10][C:9](=[O:12])[NH:8][C:7]1=[O:13].C1(P(C2C=CC=CC=2)C2C=CC=CC=2)C=CC=CC=1.C(Br)(Br)(Br)[Br:55].C([O-])(O)=O.[Na+]. (6) Given the product [F:28][CH:2]([F:1])[O:3][C:4]1[CH:23]=[C:22]([C:24]([F:27])([F:25])[F:26])[CH:21]=[CH:20][C:5]=1[O:6][C:7]1[CH:19]=[CH:18][C:10]2[C@@H:11]3[C@@H:14]([C:15]#[N:17])[C@@H:12]3[O:13][C:9]=2[CH:8]=1, predict the reactants needed to synthesize it. The reactants are: [F:1][CH:2]([F:28])[O:3][C:4]1[CH:23]=[C:22]([C:24]([F:27])([F:26])[F:25])[CH:21]=[CH:20][C:5]=1[O:6][C:7]1[CH:19]=[CH:18][C:10]2[C@@H:11]3[C@@H:14]([C:15]([NH2:17])=O)[C@@H:12]3[O:13][C:9]=2[CH:8]=1.N1C(Cl)=NC(Cl)=NC=1Cl. (7) Given the product [Cl:3][C:4]1[C:13]2[N:14]=[C:15]([CH3:22])[N:16]([CH2:17][C:18]([CH3:19])([O:20][CH2:24][CH2:23][S:25]([CH3:28])(=[O:27])=[O:26])[CH3:21])[C:12]=2[C:11]2[CH:10]=[CH:9][CH:8]=[CH:7][C:6]=2[N:5]=1, predict the reactants needed to synthesize it. The reactants are: [H-].[Na+].[Cl:3][C:4]1[C:13]2[N:14]=[C:15]([CH3:22])[N:16]([CH2:17][C:18]([CH3:21])([OH:20])[CH3:19])[C:12]=2[C:11]2[CH:10]=[CH:9][CH:8]=[CH:7][C:6]=2[N:5]=1.[CH:23]([S:25]([CH3:28])(=[O:27])=[O:26])=[CH2:24].O.